From a dataset of Forward reaction prediction with 1.9M reactions from USPTO patents (1976-2016). Predict the product of the given reaction. (1) Given the reactants [CH2:1]([O:3][C@@H:4]([CH2:9][C:10]1[CH:15]=[CH:14][C:13]([C:16]2[N:17]([CH3:24])[N:18]=[C:19]([N+:21]([O-])=O)[N:20]=2)=[CH:12][CH:11]=1)[C:5]([O:7][CH3:8])=[O:6])[CH3:2], predict the reaction product. The product is: [NH2:21][C:19]1[N:20]=[C:16]([C:13]2[CH:12]=[CH:11][C:10]([CH2:9][C@H:4]([O:3][CH2:1][CH3:2])[C:5]([O:7][CH3:8])=[O:6])=[CH:15][CH:14]=2)[N:17]([CH3:24])[N:18]=1. (2) Given the reactants [CH2:1]([O:8][C:9]([N:11]1[CH2:16][CH2:15][N:14]([C:17]([O:19][C:20]([CH3:23])([CH3:22])[CH3:21])=[O:18])[CH2:13][CH:12]1[C:24](O)=[O:25])=[O:10])[C:2]1[CH:7]=[CH:6][CH:5]=[CH:4][CH:3]=1.Cl.CN(C)CCCN=C=NCC.[Cl:39][C:40]1[CH:46]=[CH:45][C:43]([NH2:44])=[CH:42][CH:41]=1.C(N(CC)C(C)C)(C)C, predict the reaction product. The product is: [Cl:39][C:40]1[CH:46]=[CH:45][C:43]([NH:44][C:24]([CH:12]2[CH2:13][N:14]([C:17]([O:19][C:20]([CH3:22])([CH3:23])[CH3:21])=[O:18])[CH2:15][CH2:16][N:11]2[C:9]([O:8][CH2:1][C:2]2[CH:3]=[CH:4][CH:5]=[CH:6][CH:7]=2)=[O:10])=[O:25])=[CH:42][CH:41]=1. (3) The product is: [Br:1][C:2]1[CH:7]=[C:6]([F:8])[CH:5]=[CH:4][C:3]=1[CH:9]1[C:14]([C:15]([O:17][CH2:18][CH3:19])=[O:16])=[C:13]([CH2:20][N:21]2[CH2:26][CH2:25][O:24][C@@H:23]([CH2:27][O:28][C:34](=[O:39])[C:35]([CH3:38])([CH3:37])[CH3:36])[CH2:22]2)[NH:12][C:11]([C:29]2[N:33]=[CH:32][NH:31][N:30]=2)=[N:10]1. Given the reactants [Br:1][C:2]1[CH:7]=[C:6]([F:8])[CH:5]=[CH:4][C:3]=1[CH:9]1[C:14]([C:15]([O:17][CH2:18][CH3:19])=[O:16])=[C:13]([CH2:20][N:21]2[CH2:26][CH2:25][O:24][C@@H:23]([CH2:27][OH:28])[CH2:22]2)[NH:12][C:11]([C:29]2[N:33]=[CH:32][NH:31][N:30]=2)=[N:10]1.[C:34](O)(=[O:39])[C:35]([CH3:38])([CH3:37])[CH3:36], predict the reaction product. (4) Given the reactants [CH:1]1([N:7]=[C:8]=[S:9])[CH2:6][CH2:5][CH2:4][CH2:3][CH2:2]1.[CH3:10][N:11]1[CH2:16][CH2:15][N:14]([CH2:17][CH2:18][CH2:19][NH2:20])[CH2:13][CH2:12]1, predict the reaction product. The product is: [CH:1]1([NH:7][C:8]([NH:20][CH2:19][CH2:18][CH2:17][N:14]2[CH2:13][CH2:12][N:11]([CH3:10])[CH2:16][CH2:15]2)=[S:9])[CH2:6][CH2:5][CH2:4][CH2:3][CH2:2]1. (5) Given the reactants ClCCl.COC(=O)/[CH:7]=[CH:8]/[C@H:9]1[CH2:14][O:13][CH2:12][C@@H:11]([C:15]2[CH:20]=[C:19]([F:21])[C:18]([F:22])=[C:17]([F:23])[CH:16]=2)[N:10]1[C:24](=[O:28])[CH2:25]C=C, predict the reaction product. The product is: [F:21][C:19]1[CH:20]=[C:15]([C@@H:11]2[CH2:12][O:13][CH2:14][C@@H:9]3[CH:8]=[CH:7][CH2:25][C:24](=[O:28])[N:10]23)[CH:16]=[C:17]([F:23])[C:18]=1[F:22]. (6) The product is: [CH2:25]([N:22]([CH2:23][CH3:24])[C:18]1[CH:17]=[C:16]2[C:21]([C@H:12]([N:8]([C:5]3[CH:4]=[CH:3][C:2]([N:45]([CH2:46][CH3:47])[CH2:43][CH3:44])=[CH:7][CH:6]=3)[C:9](=[O:11])[CH3:10])[CH2:13][C@H:14]([CH3:38])[N:15]2[C:27](=[O:37])[C:28]2[CH:29]=[CH:30][C:31]([N:34]([CH3:35])[CH3:36])=[CH:32][CH:33]=2)=[CH:20][CH:19]=1)[CH3:26]. Given the reactants Cl[C:2]1[CH:7]=[CH:6][C:5]([N:8]([C@H:12]2[C:21]3[C:16](=[CH:17][C:18]([N:22]([CH2:25][CH3:26])[CH2:23][CH3:24])=[CH:19][CH:20]=3)[N:15]([C:27](=[O:37])[C:28]3[CH:33]=[CH:32][C:31]([N:34]([CH3:36])[CH3:35])=[CH:30][CH:29]=3)[C@@H:14]([CH3:38])[CH2:13]2)[C:9](=[O:11])[CH3:10])=[CH:4][CH:3]=1.C(N)(=O)C.[CH2:43]([NH:45][CH2:46][CH3:47])[CH3:44].N1CCOCC1, predict the reaction product.